This data is from Experimentally validated miRNA-target interactions with 360,000+ pairs, plus equal number of negative samples. The task is: Binary Classification. Given a miRNA mature sequence and a target amino acid sequence, predict their likelihood of interaction. The miRNA is hsa-miR-371b-5p with sequence ACUCAAAAGAUGGCGGCACUUU. The protein sequence of the target gene is MAELGAGGDGHRGGDGAVRSETAPDSYKVQDKKNASSRPASAISGQNNNHSGNKPDPPPVLRVDDRQRLARERREEREKQLAAREIVWLEREERARQHYEKHLEERKKRLEEQRQKEERRRAAVEEKRRQRLEEDKERHEAVVRRTMERSQKPKQKHNRWSWGGSLHGSPSIHSADPDRRSVSTMNLSKYVDPVISKRLSSSSATLLNSPDRARRLQLSPWESSVVNRLLTPTHSFLARSKSTAALSGEAASCSPIIMPYKAAHSRNSMDRPKLFVTPPEGSSRRRIIHGTASYKKERER.... Result: 1 (interaction).